From a dataset of Forward reaction prediction with 1.9M reactions from USPTO patents (1976-2016). Predict the product of the given reaction. (1) The product is: [CH2:1]([O:8][C:9]([N:11]1[CH2:12][CH:13]2[CH:18]([C:19]3[CH:24]=[CH:23][CH:22]=[C:21]([O:25][S:40]([C:43]([F:46])([F:45])[F:44])(=[O:42])=[O:41])[CH:20]=3)[CH:16]([CH2:15][CH2:14]2)[CH2:17]1)=[O:10])[C:2]1[CH:3]=[CH:4][CH:5]=[CH:6][CH:7]=1. Given the reactants [CH2:1]([O:8][C:9]([N:11]1[CH2:17][CH:16]2[CH:18]([C:19]3[CH:24]=[CH:23][CH:22]=[C:21]([OH:25])[CH:20]=3)[CH:13]([CH2:14][CH2:15]2)[CH2:12]1)=[O:10])[C:2]1[CH:7]=[CH:6][CH:5]=[CH:4][CH:3]=1.C(N(CC)CC)C.C1C=CC(N([S:40]([C:43]([F:46])([F:45])[F:44])(=[O:42])=[O:41])[S:40]([C:43]([F:46])([F:45])[F:44])(=[O:42])=[O:41])=CC=1, predict the reaction product. (2) Given the reactants [CH3:1][O:2][CH2:3][CH2:4][N:5]1[CH:9]=[C:8]([C:10]2[CH:11]=[CH:12][C:13]([NH:21][C:22]3[C:27]([C:28]([F:31])([F:30])[F:29])=[CH:26][N:25]=[C:24]([NH:32][C:33]4[CH:47]=[CH:46][C:36]([CH2:37][P:38](=[O:45])([O:42][CH2:43][CH3:44])[O:39][CH2:40][CH3:41])=[CH:35][CH:34]=4)[N:23]=3)=[C:14]3[C:18]=2[CH2:17][N:16](C)[C:15]3=[O:20])[CH:7]=[N:6]1.BrC1C=CC(NC2C(C(F)(F)F)=CN=C(NC3C=CC(CP(=O)(OCC)OCC)=CC=3)N=2)=C(C(=O)NC)C=1.COCCN1C=C(B2OC(C)(C)C(C)(C)O2)C=N1, predict the reaction product. The product is: [CH3:1][O:2][CH2:3][CH2:4][N:5]1[CH:9]=[C:8]([C:10]2[CH:11]=[CH:12][C:13]([NH:21][C:22]3[C:27]([C:28]([F:29])([F:30])[F:31])=[CH:26][N:25]=[C:24]([NH:32][C:33]4[CH:47]=[CH:46][C:36]([CH2:37][P:38](=[O:45])([O:39][CH2:40][CH3:41])[O:42][CH2:43][CH3:44])=[CH:35][CH:34]=4)[N:23]=3)=[C:14]([C:15](=[O:20])[NH:16][CH3:17])[CH:18]=2)[CH:7]=[N:6]1. (3) Given the reactants [NH2:1][C:2]1[CH:10]=[CH:9][CH:8]=[C:7]([F:11])[C:3]=1[C:4]([NH2:6])=O.[F:12][C:13]1[CH:21]=[CH:20][CH:19]=[CH:18][C:14]=1[C:15](Cl)=O.[C:22]([N:25]1[CH2:30][CH2:29][NH:28][CH2:27][CH2:26]1)(=[O:24])[CH3:23], predict the reaction product. The product is: [F:11][C:7]1[CH:8]=[CH:9][CH:10]=[C:2]2[C:3]=1[C:4]([N:28]1[CH2:29][CH2:30][N:25]([C:22](=[O:24])[CH3:23])[CH2:26][CH2:27]1)=[N:6][C:15]([C:14]1[CH:18]=[CH:19][CH:20]=[CH:21][C:13]=1[F:12])=[N:1]2. (4) The product is: [O:26]=[C:17]1[C:18]2[C:23](=[CH:22][CH:21]=[CH:20][CH:19]=2)[C:24](=[O:25])[N:16]1[CH2:15][CH2:14][CH2:13][CH:12]=[O:11]. Given the reactants C(Cl)(=O)C(Cl)=O.CS(C)=O.[OH:11][CH2:12][CH2:13][CH2:14][CH2:15][N:16]1[C:24](=[O:25])[C:23]2[C:18](=[CH:19][CH:20]=[CH:21][CH:22]=2)[C:17]1=[O:26], predict the reaction product. (5) Given the reactants Cl[CH2:2][CH2:3][CH2:4][CH:5]1[CH2:9][CH2:8][CH:7]([C:10]2[CH:15]=[CH:14][C:13]([F:16])=[CH:12][CH:11]=2)[N:6]1[S:17]([C:20]1[CH:25]=[CH:24][C:23]([CH3:26])=[CH:22][CH:21]=1)(=[O:19])=[O:18].[CH3:27][C:28]1[NH:32][N:31]=[N:30][N:29]=1, predict the reaction product. The product is: [F:16][C:13]1[CH:14]=[CH:15][C:10]([CH:7]2[N:6]([S:17]([C:20]3[CH:25]=[CH:24][C:23]([CH3:26])=[CH:22][CH:21]=3)(=[O:18])=[O:19])[CH:5]([CH2:4][CH2:3][CH2:2][N:30]3[N:31]=[N:32][C:28]([CH3:27])=[N:29]3)[CH2:9][CH2:8]2)=[CH:11][CH:12]=1. (6) Given the reactants FC(F)(F)C(O)=O.C(OC([N:15]1[CH2:20][CH2:19][CH:18]([C:21]2[CH:26]=[CH:25][C:24]([C@@H:27]([N:29]3[CH2:34][CH2:33][C@:32]([CH2:41][C:42]([OH:45])([CH3:44])[CH3:43])([C:35]4[CH:40]=[CH:39][CH:38]=[CH:37][CH:36]=4)[O:31][C:30]3=[O:46])[CH3:28])=[CH:23][CH:22]=2)[CH2:17][CH2:16]1)=O)(C)(C)C.C([O-])(O)=O.[Na+], predict the reaction product. The product is: [OH:45][C:42]([CH3:43])([CH3:44])[CH2:41][C@@:32]1([C:35]2[CH:40]=[CH:39][CH:38]=[CH:37][CH:36]=2)[O:31][C:30](=[O:46])[N:29]([C@H:27]([C:24]2[CH:25]=[CH:26][C:21]([CH:18]3[CH2:19][CH2:20][NH:15][CH2:16][CH2:17]3)=[CH:22][CH:23]=2)[CH3:28])[CH2:34][CH2:33]1. (7) Given the reactants [CH2:1]([O:8][C:9]1[C:10]([O:18][CH3:19])=[CH:11][C:12]([Br:17])=[C:13]([CH:16]=1)[CH:14]=[O:15])[C:2]1[CH:7]=[CH:6][CH:5]=[CH:4][CH:3]=1.[C:20]1([CH3:28])[CH:25]=[CH:24][C:23]([Mg]Br)=[CH:22][CH:21]=1.[Cl-].[NH4+].Cl, predict the reaction product. The product is: [CH2:1]([O:8][C:9]1[C:10]([O:18][CH3:19])=[CH:11][C:12]([Br:17])=[C:13]([CH:14]([C:23]2[CH:24]=[CH:25][C:20]([CH3:28])=[CH:21][CH:22]=2)[OH:15])[CH:16]=1)[C:2]1[CH:3]=[CH:4][CH:5]=[CH:6][CH:7]=1.